From a dataset of Forward reaction prediction with 1.9M reactions from USPTO patents (1976-2016). Predict the product of the given reaction. Given the reactants [CH:1]([N:4]([S:27]([C:30]1[CH:35]=[CH:34][CH:33]=[CH:32][CH:31]=1)(=[O:29])=[O:28])[C:5]1[CH:10]=[CH:9][C:8]([C:11]([F:14])([F:13])[F:12])=[CH:7][C:6]=1[NH:15][CH2:16][C:17]1[CH:26]=[CH:25][C:20]([C:21]([O:23][CH3:24])=[O:22])=[CH:19][CH:18]=1)([CH3:3])[CH3:2].[C:36]1(S(NC2C=CC(C(F)(F)F)=CC=2NCC2C=CC(C(OC)=O)=CC=2)(=O)=O)C=CC=CC=1.[H-].[Na+].CI, predict the reaction product. The product is: [CH3:36][N:15]([CH2:16][C:17]1[CH:26]=[CH:25][C:20]([C:21]([O:23][CH3:24])=[O:22])=[CH:19][CH:18]=1)[C:6]1[CH:7]=[C:8]([C:11]([F:14])([F:13])[F:12])[CH:9]=[CH:10][C:5]=1[N:4]([S:27]([C:30]1[CH:35]=[CH:34][CH:33]=[CH:32][CH:31]=1)(=[O:29])=[O:28])[CH:1]([CH3:3])[CH3:2].